This data is from Forward reaction prediction with 1.9M reactions from USPTO patents (1976-2016). The task is: Predict the product of the given reaction. (1) Given the reactants [CH3:1][O:2][C:3](=[O:22])[C:4]1[CH:9]=[C:8]([OH:10])[CH:7]=[CH:6][C:5]=1[NH:11][S:12]([C:15]1[CH:20]=[CH:19][C:18]([CH3:21])=[CH:17][CH:16]=1)(=[O:14])=[O:13].C([O-])([O-])=O.[K+].[K+].[CH2:29]([O:31][C:32]1[CH:37]=[C:36](F)[CH:35]=[CH:34][C:33]=1[N+:39]([O-:41])=[O:40])[CH3:30], predict the reaction product. The product is: [CH3:1][O:2][C:3](=[O:22])[C:4]1[CH:9]=[C:8]([O:10][C:36]2[CH:35]=[CH:34][C:33]([N+:39]([O-:41])=[O:40])=[C:32]([O:31][CH2:29][CH3:30])[CH:37]=2)[CH:7]=[CH:6][C:5]=1[NH:11][S:12]([C:15]1[CH:16]=[CH:17][C:18]([CH3:21])=[CH:19][CH:20]=1)(=[O:14])=[O:13]. (2) Given the reactants C(N(C(C)C)CC)(C)C.[NH2:10][CH:11]([CH2:15][OH:16])[CH:12]([CH3:14])[CH3:13].[C:17]1([CH3:26])[CH:22]=[CH:21][C:20]([C:23](Cl)=[O:24])=[CH:19][CH:18]=1.[OH-].[Na+], predict the reaction product. The product is: [C:17]1([CH3:26])[CH:22]=[CH:21][C:20]([C:23]([NH:10][C@H:11]([CH2:15][OH:16])[CH:12]([CH3:14])[CH3:13])=[O:24])=[CH:19][CH:18]=1.